This data is from Forward reaction prediction with 1.9M reactions from USPTO patents (1976-2016). The task is: Predict the product of the given reaction. (1) The product is: [OH:34][CH:35]1[CH2:40][CH2:39][CH2:38][N:37]([C:20]2[CH:28]=[CH:27][C:26]([S:29](=[O:33])(=[O:32])[NH:30][CH3:31])=[CH:25][C:21]=2[C:22]([OH:24])=[O:23])[CH2:36]1. Given the reactants CS(C1C=CC(N2CCCC2)=C(C=1)C(O)=O)(=O)=O.Cl[C:20]1[CH:28]=[CH:27][C:26]([S:29](=[O:33])(=[O:32])[NH:30][CH3:31])=[CH:25][C:21]=1[C:22]([OH:24])=[O:23].[OH:34][CH:35]1[CH2:40][CH2:39][CH2:38][NH:37][CH2:36]1, predict the reaction product. (2) Given the reactants [F:1][C:2]([F:15])([F:14])[C:3]1[CH:8]=[CH:7][C:6]([CH2:9][C:10]([NH:12][NH2:13])=[O:11])=[CH:5][CH:4]=1.[N:16]([C:19]1[CH:24]=[CH:23][C:22]([S:25]([NH:28][C:29]2[S:30][CH:31]=[CH:32][N:33]=2)(=[O:27])=[O:26])=[CH:21][CH:20]=1)=[C:17]=S.C1(C)C=CC(S(Cl)(=O)=O)=CC=1.N1C=CC=CC=1.Cl, predict the reaction product. The product is: [S:30]1[CH:31]=[CH:32][N:33]=[C:29]1[NH:28][S:25]([C:22]1[CH:21]=[CH:20][C:19]([NH:16][C:17]2[O:11][C:10]([CH2:9][C:6]3[CH:5]=[CH:4][C:3]([C:2]([F:14])([F:15])[F:1])=[CH:8][CH:7]=3)=[N:12][N:13]=2)=[CH:24][CH:23]=1)(=[O:27])=[O:26]. (3) The product is: [CH2:11]([O:10][C:8]([N:4]1[CH2:5][CH2:6][CH2:7][C:2]([CH3:1])([C:18]([OH:20])=[O:19])[CH2:3]1)=[O:9])[C:12]1[CH:13]=[CH:14][CH:15]=[CH:16][CH:17]=1. Given the reactants [CH3:1][C:2]1([C:18]([O:20]CC)=[O:19])[CH2:7][CH2:6][CH2:5][N:4]([C:8]([O:10][CH2:11][C:12]2[CH:17]=[CH:16][CH:15]=[CH:14][CH:13]=2)=[O:9])[CH2:3]1.[Li+].[OH-], predict the reaction product. (4) Given the reactants [CH3:1][O:2][C:3]1[CH:4]=[C:5]2[C:10](=[CH:11][C:12]=1[O:13][CH3:14])[N:9]=[CH:8][CH:7]=[C:6]2[O:15][C:16]1[CH:22]=[CH:21][C:19]([NH2:20])=[CH:18][CH:17]=1.C1(C)C=CC=CC=1.C(N(CC)CC)C.ClC(Cl)(O[C:41](=[O:47])[O:42][C:43](Cl)(Cl)Cl)Cl.[Cl:49][C:50]1[CH:60]=[CH:59][CH:58]=[CH:57][C:51]=1[O:52][CH2:53][CH2:54]CO, predict the reaction product. The product is: [CH3:1][O:2][C:3]1[CH:4]=[C:5]2[C:10](=[CH:11][C:12]=1[O:13][CH3:14])[N:9]=[CH:8][CH:7]=[C:6]2[O:15][C:16]1[CH:22]=[CH:21][C:19]([NH:20][C:41](=[O:47])[O:42][CH2:43][CH2:54][CH2:53][O:52][C:51]2[CH:57]=[CH:58][CH:59]=[CH:60][C:50]=2[Cl:49])=[CH:18][CH:17]=1. (5) Given the reactants F[C:2]1[CH:7]=[CH:6][C:5]([CH3:8])=[C:4]([N+:9]([O-:11])=[O:10])[CH:3]=1.[C:12]1([SH:18])[CH:17]=[CH:16][CH:15]=[CH:14][CH:13]=1.C([O-])([O-])=O.[K+].[K+], predict the reaction product. The product is: [CH3:8][C:5]1[CH:6]=[CH:7][C:2]([S:18][C:12]2[CH:17]=[CH:16][CH:15]=[CH:14][CH:13]=2)=[CH:3][C:4]=1[N+:9]([O-:11])=[O:10]. (6) Given the reactants CO[C:3]1[C:13]2CC[C:4]3[CH:5]=[CH:6][C:7](Br)=[CH:13][C:3]=3O[C:7]=2[CH:6]=[C:5](OC)[CH:4]=1.Br[C:22]1[CH:23]=[CH:24][C:25]2[CH2:31][C:30](=O)[C:29]3[C:33]([O:39]C)=[CH:34][C:35]([O:37]C)=[CH:36][C:28]=3[O:27][C:26]=2[CH:41]=1.C1(B(O)O)C=CC=CC=1.C(=O)([O-])[O-].[K+].[K+].Cl, predict the reaction product. The product is: [C:3]1([C:22]2[CH:23]=[CH:24][C:25]3[CH2:31][CH2:30][C:29]4[C:33]([OH:39])=[CH:34][C:35]([OH:37])=[CH:36][C:28]=4[O:27][C:26]=3[CH:41]=2)[CH:13]=[CH:7][CH:6]=[CH:5][CH:4]=1. (7) Given the reactants Br[C:2]1[CH:19]=[CH:18][CH:17]=[CH:16][C:3]=1[C:4]([C:6]1[CH:7]=[N:8][C:9]2[C:14]([CH:15]=1)=[CH:13][CH:12]=[CH:11][CH:10]=2)=O.[CH2:20]([NH2:23])[CH2:21][NH2:22], predict the reaction product. The product is: [N:8]1[C:9]2[C:14](=[CH:13][CH:12]=[CH:11][CH:10]=2)[CH:15]=[C:6]([C:4]2[C:3]3[CH:16]=[CH:17][CH:18]=[CH:19][C:2]=3[NH:23][CH2:20][CH2:21][N:22]=2)[CH:7]=1. (8) Given the reactants C1C2C(COC([NH:18][C@@H:19]([CH2:33][S:34][CH2:35][C@H:36]([O:52][C:53](=[O:65])[CH2:54][CH2:55][CH2:56][CH2:57]CCCCCCC)[CH2:37][O:38][C:39](=[O:51])[CH2:40][CH2:41][CH2:42][CH2:43][CH2:44][CH2:45][CH2:46][CH2:47][CH2:48][CH2:49][CH3:50])[C:20]([NH:22][CH2:23][CH2:24][CH2:25][C:26]([P:29](=[O:32])([O-:31])[O-:30])([F:28])[F:27])=[O:21])=O)C3C(=CC=CC=3)C=2C=CC=1.N1CCC[CH2:68][CH2:67]1.[C:72]1([CH3:78])[CH:77]=[CH:76][CH:75]=[CH:74][CH:73]=1.[C:79](#N)[CH3:80], predict the reaction product. The product is: [NH2:18][C@@H:19]([CH2:33][S:34][CH2:35][C@H:36]([O:52][C:53](=[O:65])[CH2:54][CH2:55][CH2:56][CH2:57][CH2:73][CH2:74][CH2:75][CH2:76][CH2:77][CH2:72][CH3:78])[CH2:37][O:38][C:39](=[O:51])[CH2:40][CH2:41][CH2:42][CH2:43][CH2:44][CH2:45][CH2:46][CH2:47][CH2:48][CH2:49][CH3:50])[C:20]([NH:22][CH2:23][CH2:24][CH2:25][C:26]([P:29](=[O:32])([O:30][CH2:79][CH3:80])[O:31][CH2:67][CH3:68])([F:28])[F:27])=[O:21]. (9) Given the reactants Cl.[CH:2]1(/[CH:7]=[C:8](\[C:24]2[CH:29]=[CH:28][C:27]([S:30]([CH3:33])(=[O:32])=[O:31])=[CH:26][CH:25]=2)/[C:9]([NH:11][C:12]2[S:13][CH:14]=[C:15]([CH:17]3[CH2:21][O:20]C(C)(C)[O:18]3)[N:16]=2)=[O:10])[CH2:6][CH2:5][CH2:4][CH2:3]1, predict the reaction product. The product is: [CH:2]1(/[CH:7]=[C:8](\[C:24]2[CH:29]=[CH:28][C:27]([S:30]([CH3:33])(=[O:32])=[O:31])=[CH:26][CH:25]=2)/[C:9]([NH:11][C:12]2[S:13][CH:14]=[C:15]([CH:17]([OH:18])[CH2:21][OH:20])[N:16]=2)=[O:10])[CH2:6][CH2:5][CH2:4][CH2:3]1.